This data is from Catalyst prediction with 721,799 reactions and 888 catalyst types from USPTO. The task is: Predict which catalyst facilitates the given reaction. Reactant: [Li+].[OH-].C[O:4][C:5](=[O:31])[C:6]([N:8]1[CH:21]([C:22]2[C:30]3[C:25](=[CH:26][CH:27]=[CH:28][CH:29]=3)[NH:24][CH:23]=2)[C:20]2[C:15](=[CH:16][CH:17]=[CH:18][CH:19]=2)[C:14]2[CH:13]=[CH:12][CH:11]=[CH:10][C:9]1=2)=[O:7].Cl. Product: [NH:24]1[C:25]2[C:30](=[CH:29][CH:28]=[CH:27][CH:26]=2)[C:22]([CH:21]2[C:20]3[C:15](=[CH:16][CH:17]=[CH:18][CH:19]=3)[C:14]3[CH:13]=[CH:12][CH:11]=[CH:10][C:9]=3[N:8]2[C:6](=[O:7])[C:5]([OH:31])=[O:4])=[CH:23]1. The catalyst class is: 72.